Task: Predict the reactants needed to synthesize the given product.. Dataset: Full USPTO retrosynthesis dataset with 1.9M reactions from patents (1976-2016) (1) Given the product [CH:42]1([CH2:41][NH:40][C:21]([C:18]2[CH:19]=[CH:20][C:15]3[N:16]([CH:24]=[C:13]([C:3]4[C:4]([C:7]5[CH:8]=[CH:9][CH:10]=[CH:11][CH:12]=5)=[N:5][O:6][C:2]=4[CH3:1])[N:14]=3)[CH:17]=2)=[O:23])[CH2:43][CH2:45]1, predict the reactants needed to synthesize it. The reactants are: [CH3:1][C:2]1[O:6][N:5]=[C:4]([C:7]2[CH:12]=[CH:11][CH:10]=[CH:9][CH:8]=2)[C:3]=1[C:13]1[N:14]=[C:15]2[CH:20]=[CH:19][C:18]([C:21]([OH:23])=O)=[CH:17][N:16]2[CH:24]=1.[CH3:45][C:43]1O[N:40]=[C:41](C2C=CC=CC=2)[C:42]=1C1N=C2C=[C:43]([C:45](O)=O)[CH:42]=[CH:41][N:40]2C=1. (2) Given the product [CH3:13][C:5]1[CH:4]=[CH:3][C:2]([NH:1][C:20](=[O:21])[C:19]2[CH:23]=[CH:24][C:16]([CH2:15][N:33]3[CH2:34][CH2:35][N:30]([CH3:29])[CH2:31][CH2:32]3)=[C:17]([C:25]([F:28])([F:27])[F:26])[CH:18]=2)=[CH:12][C:6]=1[C:7]([O:9][CH2:10][CH3:11])=[O:8], predict the reactants needed to synthesize it. The reactants are: [NH2:1][C:2]1[CH:3]=[CH:4][C:5]([CH3:13])=[C:6]([CH:12]=1)[C:7]([O:9][CH2:10][CH3:11])=[O:8].Cl[CH2:15][C:16]1[CH:24]=[CH:23][C:19]([C:20](Cl)=[O:21])=[CH:18][C:17]=1[C:25]([F:28])([F:27])[F:26].[CH3:29][N:30]1[CH2:35][CH2:34][NH:33][CH2:32][CH2:31]1.C([O-])([O-])=O.[K+].[K+]. (3) Given the product [N:38]1([CH2:2][C:3]2[O:7][C:6]3[C:8]([OH:14])=[C:9]([O:12][CH3:13])[CH:10]=[CH:11][C:5]=3[C:4]=2[C:18](=[O:31])[C:19]2[CH:20]=[C:21]([O:29][CH3:30])[C:22]([O:27][CH3:28])=[C:23]([O:25][CH3:26])[CH:24]=2)[CH:42]=[CH:41][N:40]=[CH:39]1, predict the reactants needed to synthesize it. The reactants are: Br[CH2:2][C:3]1[O:7][C:6]2[C:8]([O:14]C(=O)C)=[C:9]([O:12][CH3:13])[CH:10]=[CH:11][C:5]=2[C:4]=1[C:18](=[O:31])[C:19]1[CH:24]=[C:23]([O:25][CH3:26])[C:22]([O:27][CH3:28])=[C:21]([O:29][CH3:30])[CH:20]=1.C(=O)([O-])[O-].[K+].[K+].[NH:38]1[CH:42]=[CH:41][N:40]=[CH:39]1. (4) Given the product [C:1]([O:5][C:6](=[O:33])[N:7]([C:8]1[CH:13]=[CH:12][C:11]([O:14][CH2:15][C:16]2[N:17]([C:24]3[C:29]([Cl:30])=[CH:28][CH:27]=[CH:26][C:25]=3[Cl:31])[N:18]=[CH:19][C:20]=2[CH:21]([CH3:23])[CH3:22])=[CH:10][C:9]=1[CH3:32])[CH3:37])([CH3:2])([CH3:3])[CH3:4], predict the reactants needed to synthesize it. The reactants are: [C:1]([O:5][C:6](=[O:33])[NH:7][C:8]1[CH:13]=[CH:12][C:11]([O:14][CH2:15][C:16]2[N:17]([C:24]3[C:29]([Cl:30])=[CH:28][CH:27]=[CH:26][C:25]=3[Cl:31])[N:18]=[CH:19][C:20]=2[CH:21]([CH3:23])[CH3:22])=[CH:10][C:9]=1[CH3:32])([CH3:4])([CH3:3])[CH3:2].[H-].[Na+].I[CH3:37]. (5) Given the product [C:5]([N:10]1[CH2:15][CH2:14][CH:13]([NH:4][CH2:2][CH3:3])[CH:12]([CH3:17])[CH2:11]1)([O:7][CH2:8][CH3:9])=[O:6], predict the reactants needed to synthesize it. The reactants are: Cl.[CH2:2]([NH2:4])[CH3:3].[C:5]([N:10]1[CH2:15][CH2:14][C:13](=O)[CH:12]([CH3:17])[CH2:11]1)([O:7][CH2:8][CH3:9])=[O:6].[OH-].[K+].C([BH3-])#N.[Na+]. (6) Given the product [F:1][C:2]1[CH:3]=[C:4]([CH:24]=[CH:25][C:26]=1[F:27])[O:5][CH2:6]/[C:7](/[CH3:23])=[C:8](\[CH3:22])/[CH2:9][CH:10]([N:17]1[CH:21]=[N:20][CH:19]=[N:18]1)[CH:11]([OH:16])[C:12]([CH3:15])([CH3:14])[CH3:13], predict the reactants needed to synthesize it. The reactants are: [F:1][C:2]1[CH:3]=[C:4]([CH:24]=[CH:25][C:26]=1[F:27])[O:5][CH2:6]/[C:7](/[CH3:23])=[C:8](\[CH3:22])/[CH2:9][CH:10]([N:17]1[CH:21]=[N:20][CH:19]=[N:18]1)[C:11](=[O:16])[C:12]([CH3:15])([CH3:14])[CH3:13].[NH4+].[Cl-].